From a dataset of Full USPTO retrosynthesis dataset with 1.9M reactions from patents (1976-2016). Predict the reactants needed to synthesize the given product. (1) Given the product [C:29]([C:31]1[CH:36]=[CH:35][C:34]([N:37]([CH2:38][C:39]2[N:42]=[C:14]([CH:11]3[CH2:10][CH2:9][N:8]([C:6]([O:5][C:2]([CH3:1])([CH3:3])[CH3:4])=[O:7])[CH2:13][CH2:12]3)[O:16][N:40]=2)[CH2:43][C:44]([F:46])([F:47])[F:45])=[CH:33][C:32]=1[C:48]([F:49])([F:50])[F:51])#[N:30], predict the reactants needed to synthesize it. The reactants are: [CH3:1][C:2]([O:5][C:6]([N:8]1[CH2:13][CH2:12][CH:11]([C:14]([OH:16])=O)[CH2:10][CH2:9]1)=[O:7])([CH3:4])[CH3:3].C(N1C=CN=C1)(N1C=CN=C1)=O.[C:29]([C:31]1[CH:36]=[CH:35][C:34]([N:37]([CH2:43][C:44]([F:47])([F:46])[F:45])[CH2:38][C:39](=[NH:42])[NH:40]O)=[CH:33][C:32]=1[C:48]([F:51])([F:50])[F:49])#[N:30]. (2) The reactants are: [N:1]1([C:7]2[C:8]3[N:9]([CH:15]=[C:16]([C:18]4[CH:23]=[CH:22][N:21]=[CH:20][CH:19]=4)[N:17]=3)[N:10]=[C:11]([NH:13][NH2:14])[CH:12]=2)[CH2:6][CH2:5][O:4][CH2:3][CH2:2]1.[CH2:24]([C:26]1[CH:27]=[C:28]([CH:31]=[CH:32][CH:33]=1)[CH:29]=O)[CH3:25]. Given the product [CH2:24]([C:26]1[CH:27]=[C:28]([CH:31]=[CH:32][CH:33]=1)[CH:29]=[N:14][NH:13][C:11]1[CH:12]=[C:7]([N:1]2[CH2:2][CH2:3][O:4][CH2:5][CH2:6]2)[C:8]2[N:9]([CH:15]=[C:16]([C:18]3[CH:23]=[CH:22][N:21]=[CH:20][CH:19]=3)[N:17]=2)[N:10]=1)[CH3:25], predict the reactants needed to synthesize it. (3) Given the product [OH:20][C:21]1[CH:22]=[C:23]([CH:26]=[CH:27][C:28]=1[C:29]1[CH:30]=[CH:31][CH:32]=[CH:33][CH:34]=1)[CH2:24][NH:25][C:2]1[N:6]([C@@H:7]2[O:13][C@H:12]([CH2:14][OH:15])[C@@H:10]([OH:11])[C@H:8]2[OH:9])[C:5]2[CH:16]=[CH:17][CH:18]=[CH:19][C:4]=2[N:3]=1, predict the reactants needed to synthesize it. The reactants are: Cl[C:2]1[N:6]([C@@H:7]2[O:13][C@H:12]([CH2:14][OH:15])[C@@H:10]([OH:11])[C@H:8]2[OH:9])[C:5]2[CH:16]=[CH:17][CH:18]=[CH:19][C:4]=2[N:3]=1.[OH:20][C:21]1[CH:22]=[C:23]([CH:26]=[CH:27][C:28]=1[C:29]1[CH:34]=[CH:33][CH:32]=[CH:31][CH:30]=1)[CH2:24][NH2:25].C(N(CC)CC)C. (4) Given the product [CH2:36]([N:38]([CH2:39][CH3:40])[C:20]([C:19]1[C:10]([CH2:9][NH:8][C:6](=[O:7])[O:5][C:1]([CH3:2])([CH3:3])[CH3:4])=[N:11][C:12]2[C:17]([CH:18]=1)=[C:16]([F:23])[CH:15]=[CH:14][CH:13]=2)=[O:21])[CH3:37], predict the reactants needed to synthesize it. The reactants are: [C:1]([O:5][C:6]([NH:8][CH2:9][C:10]1[C:19]([C:20](O)=[O:21])=[CH:18][C:17]2[C:12](=[CH:13][CH:14]=[CH:15][C:16]=2[F:23])[N:11]=1)=[O:7])([CH3:4])([CH3:3])[CH3:2].Cl.C(N=C=NCCCN(C)C)C.[CH2:36]([NH:38][CH2:39][CH3:40])[CH3:37].ON1C2C=CC=CC=2N=N1.C(N(CC)CC)C. (5) The reactants are: [C:1]([O:5][C:6]([N:8]1[C:24](=[O:25])[C:23]2[C:13]3[CH:14]=[CH:15][C:16]4[CH:17]=[N:18][C:19](Cl)=[CH:20][C:21]=4[C:12]=3[N:11]([C:26]([O:28][C:29]([CH3:32])([CH3:31])[CH3:30])=[O:27])[C:10]=2[CH2:9]1)=[O:7])([CH3:4])([CH3:3])[CH3:2].C1C=CC(P(C2C=CC=CC=2)C2C=CC=CC=2)=CC=1.C([O-])([O-])=O.[Cs+].[Cs+].[CH3:58][S:59]([C:62]1[CH:63]=[C:64](B(O)O)[CH:65]=[CH:66][CH:67]=1)(=[O:61])=[O:60].C1(P(C2CCCCC2)C2C=CC=CC=2C2C=CC=CC=2N(C)C)CCCCC1.C(OC(OC(C)(C)C)=O)(OC(C)(C)C)=O. Given the product [C:1]([O:5][C:6]([N:8]1[C:24](=[O:25])[C:23]2[C:13]3[CH:14]=[CH:15][C:16]4[CH:17]=[N:18][C:19]([C:66]5[CH:65]=[CH:64][CH:63]=[C:62]([S:59]([CH3:58])(=[O:61])=[O:60])[CH:67]=5)=[CH:20][C:21]=4[C:12]=3[N:11]([C:26]([O:28][C:29]([CH3:32])([CH3:31])[CH3:30])=[O:27])[C:10]=2[CH2:9]1)=[O:7])([CH3:4])([CH3:3])[CH3:2], predict the reactants needed to synthesize it. (6) Given the product [F:49][C:46]1[CH:47]=[CH:48][C:43]([CH2:42][C@H:20]2[C:21](=[O:40])[N:22]([C@H:31]([CH2:37][CH2:38][CH3:39])[C:32]([O:34][CH2:35][CH3:36])=[O:33])[C@H:23]([C:24]3[CH:29]=[CH:28][C:27]([Cl:30])=[CH:26][CH:25]=3)[C@H:18]([C:15]3[CH:16]=[CH:17][C:12]([Cl:11])=[CH:13][CH:14]=3)[O:19]2)=[CH:44][CH:45]=1, predict the reactants needed to synthesize it. The reactants are: C[Si]([N-][Si](C)(C)C)(C)C.[Li+].[Cl:11][C:12]1[CH:17]=[CH:16][C:15]([C@H:18]2[C@@H:23]([C:24]3[CH:29]=[CH:28][C:27]([Cl:30])=[CH:26][CH:25]=3)[N:22]([C@H:31]([CH2:37][CH2:38][CH3:39])[C:32]([O:34][CH2:35][CH3:36])=[O:33])[C:21](=[O:40])[CH2:20][O:19]2)=[CH:14][CH:13]=1.Br[CH2:42][C:43]1[CH:48]=[CH:47][C:46]([F:49])=[CH:45][CH:44]=1. (7) Given the product [CH3:1][O:2][C:3](=[O:23])[CH:4]([C:16]1[CH:17]=[CH:18][C:19]([OH:22])=[CH:20][CH:21]=1)[CH2:5][C:6]1[CH:7]=[C:8]([O:14][CH3:15])[CH:9]=[C:10]([O:12][CH3:13])[CH:11]=1, predict the reactants needed to synthesize it. The reactants are: [CH3:1][O:2][C:3](=[O:23])[C:4]([C:16]1[CH:21]=[CH:20][C:19]([OH:22])=[CH:18][CH:17]=1)=[CH:5][C:6]1[CH:11]=[C:10]([O:12][CH3:13])[CH:9]=[C:8]([O:14][CH3:15])[CH:7]=1. (8) Given the product [CH3:12][Si:11]([CH3:14])([CH3:13])[C:9]1[O:8][C:7]2=[CH:2][N:3]=[C:4]([CH2:15][OH:16])[CH:5]=[C:6]2[CH:10]=1, predict the reactants needed to synthesize it. The reactants are: Cl[C:2]1[N:3]=[C:4]([CH2:15][OH:16])[CH:5]=[C:6]2[CH:10]=[C:9]([Si:11]([CH3:14])([CH3:13])[CH3:12])[O:8][C:7]=12.C1CCCCC=1.